This data is from Catalyst prediction with 721,799 reactions and 888 catalyst types from USPTO. The task is: Predict which catalyst facilitates the given reaction. (1) Reactant: C(O)(=O)C.Cl.[Cl:6][C:7]1[CH:21]=[CH:20][C:10]([CH2:11][C@@H:12]([CH2:18][CH3:19])[C:13]([O:15]CC)=[O:14])=[CH:9][C:8]=1[NH:22][C:23](=[O:38])[C@H:24]([C:31]1[CH:36]=[CH:35][C:34]([Cl:37])=[CH:33][CH:32]=1)[C@@H:25]([CH3:30])[C:26]([F:29])([F:28])[F:27]. Product: [Cl:6][C:7]1[CH:21]=[CH:20][C:10]([CH2:11][C@@H:12]([CH2:18][CH3:19])[C:13]([OH:15])=[O:14])=[CH:9][C:8]=1[NH:22][C:23](=[O:38])[C@H:24]([C:31]1[CH:32]=[CH:33][C:34]([Cl:37])=[CH:35][CH:36]=1)[C@@H:25]([CH3:30])[C:26]([F:29])([F:28])[F:27]. The catalyst class is: 6. (2) Reactant: [NH2:1][C:2]1[CH:7]=[C:6]([CH3:8])[C:5]([N+:9]([O-:11])=[O:10])=[CH:4][N:3]=1.[CH3:12][C:13]([O:16][C:17](O[C:17]([O:16][C:13]([CH3:15])([CH3:14])[CH3:12])=[O:18])=[O:18])([CH3:15])[CH3:14]. Product: [CH3:8][C:6]1[C:5]([N+:9]([O-:11])=[O:10])=[CH:4][N:3]=[C:2]([N:1]([C:17]([O:16][C:13]([CH3:15])([CH3:14])[CH3:12])=[O:18])[C:17]([O:16][C:13]([CH3:15])([CH3:14])[CH3:12])=[O:18])[CH:7]=1. The catalyst class is: 79. (3) Reactant: C(OC([N:8]1[C@H:13]([C:14](=[O:26])[NH:15][C:16]2[CH:20]=[CH:19][N:18]([CH2:21][C:22]([F:25])([F:24])[F:23])[N:17]=2)[CH2:12][C@@H:11]2[C@H:9]1[CH2:10]2)=O)(C)(C)C.[C:27]([OH:33])([C:29]([F:32])([F:31])[F:30])=[O:28]. Product: [F:30][C:29]([F:32])([F:31])[C:27]([OH:33])=[O:28].[F:25][C:22]([F:23])([F:24])[CH2:21][N:18]1[CH:19]=[CH:20][C:16]([NH:15][C:14]([C@@H:13]2[CH2:12][C@@H:11]3[C@@H:9]([CH2:10]3)[NH:8]2)=[O:26])=[N:17]1. The catalyst class is: 2. (4) Reactant: [NH2:1][C:2]1[N:7]=[C:6]([N:8]2[CH2:13][CH2:12][O:11][CH2:10][CH2:9]2)[N:5]=[C:4]([NH:14][C:15](=[O:17])[CH3:16])[CH:3]=1.C1C(=O)N([Br:25])C(=O)C1.CN(C=O)C.S([O-])([O-])(=O)=S.[NH4+].[NH4+]. Product: [NH2:1][C:2]1[N:7]=[C:6]([N:8]2[CH2:13][CH2:12][O:11][CH2:10][CH2:9]2)[N:5]=[C:4]([NH:14][C:15](=[O:17])[CH3:16])[C:3]=1[Br:25]. The catalyst class is: 6.